From a dataset of Reaction yield outcomes from USPTO patents with 853,638 reactions. Predict the reaction yield, written as a fraction of the theoretical maximum amount of product (1.0 means a 100% yield; for example, 0.34 means a 34% yield). The reactants are [C:1]([CH:3]([NH:13][C:14](=O)[CH2:15][CH3:16])[CH2:4][O:5][CH2:6][C:7]1[CH:12]=[CH:11][CH:10]=[CH:9][CH:8]=1)#[N:2].C1(P(C2C=CC=CC=2)C2C=CC=CC=2)C=CC=CC=1.C(Cl)(Cl)(Cl)[Cl:38]. The catalyst is C(#N)C. The product is [Cl:38][C:1]1[N:2]=[C:14]([CH2:15][CH3:16])[NH:13][C:3]=1[CH2:4][O:5][CH2:6][C:7]1[CH:12]=[CH:11][CH:10]=[CH:9][CH:8]=1. The yield is 0.640.